This data is from Full USPTO retrosynthesis dataset with 1.9M reactions from patents (1976-2016). The task is: Predict the reactants needed to synthesize the given product. (1) Given the product [NH2:1][C:2]1[S:3][C:4]([C:17]2[CH:22]=[CH:21][CH:20]=[C:19]([F:23])[CH:18]=2)=[C:5]([C:7]([N:9]2[C@H:14]([CH2:15][NH:16][C:32]([C:29]3[N:26]4[C:25]([S:24][CH:28]=[CH:27]4)=[N:31][CH:30]=3)=[O:33])[CH2:13][C@H:12]3[C@@H:10]2[CH2:11]3)=[O:8])[N:6]=1, predict the reactants needed to synthesize it. The reactants are: [NH2:1][C:2]1[S:3][C:4]([C:17]2[CH:22]=[CH:21][CH:20]=[C:19]([F:23])[CH:18]=2)=[C:5]([C:7]([N:9]2[C@H:14]([CH2:15][NH2:16])[CH2:13][C@H:12]3[C@@H:10]2[CH2:11]3)=[O:8])[N:6]=1.[S:24]1[CH:28]=[CH:27][N:26]2[C:29]([C:32](O)=[O:33])=[CH:30][N:31]=[C:25]12. (2) Given the product [OH:22][C@@H:18]([CH:19]([CH3:21])[CH3:20])[C:17]([NH:16][C@@H:14]([CH3:15])[C:13]([N:9]1[CH2:10][CH2:11][CH2:12][C@@H:7]([C:5]([OH:6])=[O:4])[NH:8]1)=[O:24])=[O:23], predict the reactants needed to synthesize it. The reactants are: ClC(Cl)(Cl)C[O:4][C:5]([C@@H:7]1[CH2:12][CH2:11][CH2:10][N:9]([C:13](=[O:24])[C@@H:14]([NH:16][C:17](=[O:23])[C@@H:18]([OH:22])[CH:19]([CH3:21])[CH3:20])[CH3:15])[NH:8]1)=[O:6].C([O-])(=O)C.[NH4+].